Dataset: Peptide-MHC class I binding affinity with 185,985 pairs from IEDB/IMGT. Task: Regression. Given a peptide amino acid sequence and an MHC pseudo amino acid sequence, predict their binding affinity value. This is MHC class I binding data. (1) The peptide sequence is KRMMIRYCL. The MHC is HLA-C07:01 with pseudo-sequence HLA-C07:01. The binding affinity (normalized) is 0.444. (2) The binding affinity (normalized) is 0.666. The MHC is HLA-C06:02 with pseudo-sequence HLA-C06:02. The peptide sequence is RRSRRSLTV. (3) The peptide sequence is LVLQAGFFLL. The MHC is HLA-A02:01 with pseudo-sequence HLA-A02:01. The binding affinity (normalized) is 0.749. (4) The peptide sequence is LPRPDTRHL. The MHC is HLA-B07:02 with pseudo-sequence HLA-B07:02. The binding affinity (normalized) is 0.755. (5) The peptide sequence is KSQAKKPEVR. The MHC is HLA-A33:01 with pseudo-sequence HLA-A33:01. The binding affinity (normalized) is 0.0274. (6) The binding affinity (normalized) is 0.516. The peptide sequence is TTENAAYQV. The MHC is HLA-A68:02 with pseudo-sequence HLA-A68:02. (7) The peptide sequence is WTALMFAAY. The MHC is HLA-A02:50 with pseudo-sequence HLA-A02:50. The binding affinity (normalized) is 0.0847.